From a dataset of Full USPTO retrosynthesis dataset with 1.9M reactions from patents (1976-2016). Predict the reactants needed to synthesize the given product. (1) Given the product [F:19][C:18]([F:21])([F:20])[C:15]1[CH:16]=[CH:17][C:12]([O:11][C:8]2[CH:9]=[CH:10][C:5]([O:4][C:2]([N:36]3[CH2:35][CH2:34][CH:33]([CH2:32][N:24]([CH3:23])[CH2:25][C:26]4[CH:27]=[N:42][CH:39]=[CH:30][CH:31]=4)[CH2:38][CH2:37]3)=[O:3])=[CH:6][CH:7]=2)=[N:13][CH:14]=1, predict the reactants needed to synthesize it. The reactants are: Cl[C:2]([O:4][C:5]1[CH:10]=[CH:9][C:8]([O:11][C:12]2[CH:17]=[CH:16][C:15]([C:18]([F:21])([F:20])[F:19])=[CH:14][N:13]=2)=[CH:7][CH:6]=1)=[O:3].Cl.[CH3:23][N:24]([CH2:32][CH:33]1[CH2:38][CH2:37][NH:36][CH2:35][CH2:34]1)[CH2:25][C:26]1[CH:31]=[CH:30]N=C[CH:27]=1.[CH:39]([NH:42]C(C)C)(C)C. (2) Given the product [CH:24]1([C:2]2[CH:3]=[CH:4][C:5]3[N:6]([C:8]([CH2:11][C:12]4[CH:13]=[C:14]5[C:19](=[CH:20][CH:21]=4)[N:18]=[CH:17][CH:16]=[CH:15]5)=[N:9][N:10]=3)[N:7]=2)[CH2:25][CH2:26]1, predict the reactants needed to synthesize it. The reactants are: Cl[C:2]1[CH:3]=[CH:4][C:5]2[N:6]([C:8]([CH2:11][C:12]3[CH:13]=[C:14]4[C:19](=[CH:20][CH:21]=3)[N:18]=[CH:17][CH:16]=[CH:15]4)=[N:9][N:10]=2)[N:7]=1.O1[CH2:26][CH2:25][CH2:24]C1. (3) Given the product [NH2:29][CH2:2][C:3]1[N:12]=[C:11]([N:13]([C:15]2[CH:20]=[CH:19][C:18]([O:21][CH2:22][CH3:23])=[CH:17][C:16]=2[F:24])[CH3:14])[C:10]2[C:5](=[CH:6][CH:7]=[CH:8][CH:9]=2)[N:4]=1, predict the reactants needed to synthesize it. The reactants are: Cl[CH2:2][C:3]1[N:12]=[C:11]([N:13]([C:15]2[CH:20]=[CH:19][C:18]([O:21][CH2:22][CH3:23])=[CH:17][C:16]=2[F:24])[CH3:14])[C:10]2[C:5](=[CH:6][CH:7]=[CH:8][CH:9]=2)[N:4]=1.Cl.ClCC1N=C(NC2C=CC(OCC)=CC=2F)C2C(=CC=CC=2)[N:29]=1.CI.[H-].[Na+].